From a dataset of NCI-60 drug combinations with 297,098 pairs across 59 cell lines. Regression. Given two drug SMILES strings and cell line genomic features, predict the synergy score measuring deviation from expected non-interaction effect. Drug 1: CC1C(C(CC(O1)OC2CC(CC3=C2C(=C4C(=C3O)C(=O)C5=C(C4=O)C(=CC=C5)OC)O)(C(=O)C)O)N)O.Cl. Drug 2: CC1=C(C=C(C=C1)C(=O)NC2=CC(=CC(=C2)C(F)(F)F)N3C=C(N=C3)C)NC4=NC=CC(=N4)C5=CN=CC=C5. Cell line: ACHN. Synergy scores: CSS=34.1, Synergy_ZIP=5.65, Synergy_Bliss=5.51, Synergy_Loewe=-8.94, Synergy_HSA=4.32.